From a dataset of Full USPTO retrosynthesis dataset with 1.9M reactions from patents (1976-2016). Predict the reactants needed to synthesize the given product. Given the product [Cl:1][C:2]1[CH:7]=[C:6]([O:8][C:9]2[C:10]([F:19])=[CH:11][C:12]([NH2:16])=[C:13]([F:15])[CH:14]=2)[CH:5]=[CH:4][N:3]=1, predict the reactants needed to synthesize it. The reactants are: [Cl:1][C:2]1[CH:7]=[C:6]([O:8][C:9]2[CH:14]=[C:13]([F:15])[C:12]([N+:16]([O-])=O)=[CH:11][C:10]=2[F:19])[CH:5]=[CH:4][N:3]=1.[Cl-].[NH4+].